Dataset: Full USPTO retrosynthesis dataset with 1.9M reactions from patents (1976-2016). Task: Predict the reactants needed to synthesize the given product. Given the product [OH:6][CH:5]([C:7]1[CH:12]=[CH:11][C:10]([C:13]([CH3:18])([CH3:17])[C:14]([OH:16])=[O:15])=[CH:9][CH:8]=1)[CH2:4][CH2:3][CH2:2][I:1], predict the reactants needed to synthesize it. The reactants are: [I:1][CH2:2][CH2:3][CH2:4][C:5]([C:7]1[CH:12]=[CH:11][C:10]([C:13]([CH3:18])([CH3:17])[C:14]([OH:16])=[O:15])=[CH:9][CH:8]=1)=[O:6].[BH4-].[Na+].Cl.